This data is from Full USPTO retrosynthesis dataset with 1.9M reactions from patents (1976-2016). The task is: Predict the reactants needed to synthesize the given product. (1) Given the product [Br:1][C:2]1[C:3]([NH:16][CH:17]2[CH2:22][CH2:21][N:20]([CH3:23])[CH2:19][CH2:18]2)=[CH:4][C:5]([NH:8][C:9](=[O:14])[C:10]([CH3:13])([CH3:12])[CH3:11])=[N:6][CH:7]=1, predict the reactants needed to synthesize it. The reactants are: [Br:1][C:2]1[C:3](Cl)=[CH:4][C:5]([NH:8][C:9](=[O:14])[C:10]([CH3:13])([CH3:12])[CH3:11])=[N:6][CH:7]=1.[NH2:16][CH:17]1[CH2:22][CH2:21][N:20]([C:23](OCC2C=CC=CC=2)=O)[CH2:19][CH2:18]1.C(N(CC)CC)C. (2) Given the product [O:45]=[C:33]1[N:34]([C:35]2[CH:40]=[CH:39][CH:38]=[C:37]([C:41]([F:44])([F:43])[F:42])[CH:36]=2)[C:24]2[C:23]3[C:28](=[CH:29][CH:30]=[C:21]([C:9]4[CH:10]=[CH:11][C:12]([NH:15][C:16](=[O:18])[CH3:17])=[N:13][CH:14]=4)[N:22]=3)[N:27]=[CH:26][C:25]=2[CH:31]=[CH:32]1, predict the reactants needed to synthesize it. The reactants are: CC1(C)C(C)(C)OB([C:9]2[CH:10]=[CH:11][C:12]([NH:15][C:16](=[O:18])[CH3:17])=[N:13][CH:14]=2)O1.Cl[C:21]1[N:22]=[C:23]2[C:28](=[CH:29][CH:30]=1)[N:27]=[CH:26][C:25]1[CH:31]=[CH:32][C:33](=[O:45])[N:34]([C:35]3[CH:40]=[CH:39][CH:38]=[C:37]([C:41]([F:44])([F:43])[F:42])[CH:36]=3)[C:24]2=1.C(=O)([O-])[O-].[Na+].[Na+]. (3) Given the product [CH3:22][O:23][C:24]([CH:25]1[CH2:27][S:28][C:12]([C:13]2[CH:14]=[CH:15][C:16]([Cl:19])=[CH:17][CH:18]=2)=[N:20]1)=[O:29], predict the reactants needed to synthesize it. The reactants are: C(N(CC)CC)C.Cl.C(O[C:12](=[NH:20])[C:13]1[CH:18]=[CH:17][C:16]([Cl:19])=[CH:15][CH:14]=1)C.Cl.[CH3:22][O:23][C:24](=[O:29])[C@H:25]([CH2:27][SH:28])N.O. (4) Given the product [NH2:1][C:2]1[C:3]([C:18]([NH2:22])=[O:20])=[N:4][C:5]([C:8]2[C:17]3[C:12](=[CH:13][CH:14]=[CH:15][CH:16]=3)[CH:11]=[CH:10][CH:9]=2)=[CH:6][N:7]=1, predict the reactants needed to synthesize it. The reactants are: [NH2:1][C:2]1[C:3]([C:18]([O:20]C)=O)=[N:4][C:5]([C:8]2[C:17]3[C:12](=[CH:13][CH:14]=[CH:15][CH:16]=3)[CH:11]=[CH:10][CH:9]=2)=[CH:6][N:7]=1.[NH3:22]. (5) Given the product [C:1]([C:5]1[CH:34]=[CH:33][C:8]([C:9]([N:11]2[C@@H:15]([C:16]3[S:17][CH:18]=[CH:19][N:20]=3)[C@@H:14]([C:21]3[O:25][N:24]=[CH:23][N:22]=3)[CH2:13][C@@:12]2([CH2:29][CH:30]([CH3:31])[CH3:32])[C:26]([NH2:38])=[O:27])=[O:10])=[CH:7][CH:6]=1)([CH3:3])([CH3:4])[CH3:2], predict the reactants needed to synthesize it. The reactants are: [C:1]([C:5]1[CH:34]=[CH:33][C:8]([C:9]([N:11]2[C@@H:15]([C:16]3[S:17][CH:18]=[CH:19][N:20]=3)[C@@H:14]([C:21]3[O:25][N:24]=[CH:23][N:22]=3)[CH2:13][C@@:12]2([CH2:29][CH:30]([CH3:32])[CH3:31])[C:26](O)=[O:27])=[O:10])=[CH:7][CH:6]=1)([CH3:4])([CH3:3])[CH3:2].C([N:38](C(C)C)CC)(C)C.[Cl-].[NH4+].CN(C(ON1N=NC2C=CC=NC1=2)=[N+](C)C)C.F[P-](F)(F)(F)(F)F. (6) Given the product [C:9]1([N:15]2[C:19]3=[N:20][CH:21]=[N:22][C:23]([NH:24][N:25]=[CH:26][C:27]4[CH:32]=[CH:31][C:30]([O:7][CH2:6][CH2:5][N:4]([CH3:8])[CH3:3])=[N:29][CH:28]=4)=[C:18]3[CH:17]=[N:16]2)[CH:14]=[CH:13][CH:12]=[CH:11][CH:10]=1, predict the reactants needed to synthesize it. The reactants are: [H-].[Na+].[CH3:3][N:4]([CH3:8])[CH2:5][CH2:6][OH:7].[C:9]1([N:15]2[C:19]3=[N:20][CH:21]=[N:22][C:23]([NH:24][N:25]=[CH:26][C:27]4[CH:32]=[CH:31][C:30](Cl)=[N:29][CH:28]=4)=[C:18]3[CH:17]=[N:16]2)[CH:14]=[CH:13][CH:12]=[CH:11][CH:10]=1.O. (7) Given the product [C:4]([O:11][CH:8]1[CH:9]([O:10][C:9](=[O:10])[CH3:8])[CH:4]([CH2:1][CH:2]=[CH2:3])[O:5][CH:6]([CH2:13][O:14][C:15]([C:28]2[CH:33]=[CH:32][CH:31]=[CH:30][CH:29]=2)([C:22]2[CH:27]=[CH:26][CH:25]=[CH:24][CH:23]=2)[C:16]2[CH:21]=[CH:20][CH:19]=[CH:18][CH:17]=2)[CH:7]1[O:12][C:39](=[O:41])[CH3:40])(=[O:5])[CH3:1], predict the reactants needed to synthesize it. The reactants are: [CH2:1]([CH:4]1[CH:9]([OH:10])[CH:8]([OH:11])[CH:7]([OH:12])[CH:6]([CH2:13][OH:14])[O:5]1)[CH:2]=[CH2:3].[C:15](Cl)([C:28]1[CH:33]=[CH:32][CH:31]=[CH:30][CH:29]=1)([C:22]1[CH:27]=[CH:26][CH:25]=[CH:24][CH:23]=1)[C:16]1[CH:21]=[CH:20][CH:19]=[CH:18][CH:17]=1.C(O[C:39](=[O:41])[CH3:40])(=O)C.